Dataset: Experimentally validated miRNA-target interactions with 360,000+ pairs, plus equal number of negative samples. Task: Binary Classification. Given a miRNA mature sequence and a target amino acid sequence, predict their likelihood of interaction. (1) The miRNA is rno-miR-9a-3p with sequence AUAAAGCUAGAUAACCGAAAGU. The protein sequence of the target gene is MTPGVRVSTDPEQVTFEDVVVGFSQEEWGQLKPAQRTLYRDVMLDTFRLLVSVGHWLPKPNVISLLEQEAELWAVESRLPQGVYPDLETRPKVKLSVLKQGISEEISNSVILVERFLWDGLWYCRGEDTEGHWEWSCESLESLAVPVAFTPVKTPVLEQWQRNGFGENISLNPDLPHQPMTPERQSPHTWGTRGKREKPDLNVLQKTCVKEKPYKCQECGKAFSHSSALIEHHRTHTGERPYECHECLKGFRNSSALTKHQRIHTGEKPYKCTQCGRTFNQIAPLIQHQRTHTGEKPYEC.... Result: 0 (no interaction). (2) The miRNA is hsa-miR-643 with sequence ACUUGUAUGCUAGCUCAGGUAG. The protein sequence of the target gene is MLELRHRGGCPGPGGAGAPPPREGEAAGGDHETESTSDKETDIDDRYGDLDARGDSDVPEVPPSSDRTPEILKKALSGLSSRWKNWWIRGILTLTMISLFFLIIYMGSFMLMLLVLGIQVKCFHEIITIGYRVYHSYDLPWFRTLSWYFLLCVNYFFYGETVADYFATFVQREEQLQFLIRYHRFISFALYLAGFCMFVLSLVKKHYRLQFYMFAWTHVTLLITVTQSHLVIQNLFEGMIWFLVPISSVICNDITAYLFGFFFGRTPLIKLSPKKTWEGFIGGFFSTVIFGFIAAYVLSK.... Result: 0 (no interaction).